Dataset: Full USPTO retrosynthesis dataset with 1.9M reactions from patents (1976-2016). Task: Predict the reactants needed to synthesize the given product. (1) Given the product [CH3:15][O:14][C:12]1[CH:13]=[C:8]([C:5]2[CH:6]=[CH:7][C:2]3[N:1]=[C:18]([CH3:19])[O:16][C:3]=3[CH:4]=2)[CH:9]=[N:10][CH:11]=1, predict the reactants needed to synthesize it. The reactants are: [NH2:1][C:2]1[CH:7]=[CH:6][C:5]([C:8]2[CH:9]=[N:10][CH:11]=[C:12]([O:14][CH3:15])[CH:13]=2)=[CH:4][C:3]=1[OH:16].N1C=CC=[CH:19][CH:18]=1.[O-]S(C(F)(F)F)(=O)=O.[Yb+3].[O-]S(C(F)(F)F)(=O)=O.[O-]S(C(F)(F)F)(=O)=O.CC(C)(C)C([O-])([O-])[O-]. (2) Given the product [ClH:1].[ClH:1].[OH:63][CH:60]1[CH2:61][CH2:62][N:57]([CH2:56][CH2:13][N:14]2[CH2:19][CH2:18][CH:17]([NH:20][C:21]([C:23]3[NH:24][C:25]4[C:30]([CH:31]=3)=[C:29]([O:32][CH2:33][C:34]3[C:38]5[CH:39]=[CH:40][CH:41]=[C:42]([O:43][CH3:44])[C:37]=5[O:36][CH:35]=3)[CH:28]=[CH:27][CH:26]=4)=[O:22])[CH2:16][CH2:15]2)[CH2:58][CH2:59]1, predict the reactants needed to synthesize it. The reactants are: [ClH:1].Cl.[C@H]1([CH2:13][N:14]2[CH2:19][CH2:18][CH:17]([NH:20][C:21]([C:23]3[NH:24][C:25]4[C:30]([CH:31]=3)=[C:29]([O:32][CH2:33][C:34]3[C:38]5[CH:39]=[CH:40][CH:41]=[C:42]([O:43][CH3:44])[C:37]=5[O:36][CH:35]=3)[CH:28]=[CH:27][CH:26]=4)=[O:22])[CH2:16][CH2:15]2)[C@@H]2N(CCCC2)CCC1.Cl.Cl.Cl.NC1CCN(C[CH2:56][N:57]2[CH2:62][CH2:61][CH:60]([OH:63])[CH2:59][CH2:58]2)CC1.